Predict which catalyst facilitates the given reaction. From a dataset of Catalyst prediction with 721,799 reactions and 888 catalyst types from USPTO. (1) Reactant: [CH3:1][O:2][C:3]1[CH:8]=[CH:7][C:6]([N:9]2[C:13]3[C:14](=[O:18])[NH:15][CH2:16][CH2:17][C:12]=3[C:11]([C:19]([F:22])([F:21])[F:20])=[N:10]2)=[CH:5][CH:4]=1.C(=O)([O-])[O-].[K+].[K+].N1[C:42]2[C:33](=[CH:34][CH:35]=[C:36]3[C:41]=2N=[CH:39][CH:38]=[CH:37]3)C=CC=1.[N:43]#N.[CH3:45][CH2:46][O:47][C:48](C)=O. Product: [O:47]1[CH2:46][CH2:45][N:43]=[C:48]1[C:37]1([C:36]2[CH:35]=[CH:34][C:33]([N:15]3[CH2:16][CH2:17][C:12]4[C:11]([C:19]([F:22])([F:20])[F:21])=[N:10][N:9]([C:6]5[CH:5]=[CH:4][C:3]([O:2][CH3:1])=[CH:8][CH:7]=5)[C:13]=4[C:14]3=[O:18])=[CH:42][CH:41]=2)[CH2:38][CH2:39]1. The catalyst class is: 846. (2) Reactant: Cl.C(OC([N:9]1[CH2:14][CH2:13][CH:12]([NH:15][C:16]2[C:21]([NH:22][C:23](=[O:27])[CH2:24][C:25]#[N:26])=[CH:20][N:19]=[C:18]3[N:28]([S:31]([C:34]4[CH:39]=[CH:38][CH:37]=[CH:36][CH:35]=4)(=[O:33])=[O:32])[CH:29]=[CH:30][C:17]=23)[CH2:11][CH2:10]1)=O)(C)(C)C. Product: [C:34]1([S:31]([N:28]2[C:18]3=[N:19][CH:20]=[C:21]([NH:22][C:23](=[O:27])[CH2:24][C:25]#[N:26])[C:16]([NH:15][CH:12]4[CH2:13][CH2:14][NH:9][CH2:10][CH2:11]4)=[C:17]3[CH:30]=[CH:29]2)(=[O:33])=[O:32])[CH:39]=[CH:38][CH:37]=[CH:36][CH:35]=1. The catalyst class is: 12. (3) Reactant: C[O-].[Na+].C([O:12][CH2:13][C@:14]1([O:48][CH2:47][C@@H:37]([O:38]C(=O)C2C=CC=CC=2)[C@@H:27]([O:28]C(=O)C2C=CC=CC=2)[C@@H:17]1[O:18]C(=O)C1C=CC=CC=1)[O:15][CH3:16])(=O)C1C=CC=CC=1. Product: [CH3:16][O:15][C@@:14]1([O:48][CH2:47][C@@H:37]([OH:38])[C@@H:27]([OH:28])[C@@H:17]1[OH:18])[CH2:13][OH:12]. The catalyst class is: 5. (4) Reactant: [NH2:1][C:2]1[N:11]=[C:10]([C:12]([N:14]2[CH2:22][C:21]3[C:16](=[CH:17][CH:18]=[CH:19][CH:20]=3)[CH2:15]2)=[O:13])[C:9]2[C:4](=[CH:5][CH:6]=[C:7]([CH2:23][C:24]([O:26][CH2:27][CH3:28])=[O:25])[CH:8]=2)[N:3]=1.Br[CH2:30][CH:31]([CH2:39]Br)[C:32]([O:34][C:35]([CH3:38])([CH3:37])[CH3:36])=[O:33].[H-].[Na+].[Cl-].[NH4+]. Product: [NH2:1][C:2]1[N:11]=[C:10]([C:12]([N:14]2[CH2:15][C:16]3[C:21](=[CH:20][CH:19]=[CH:18][CH:17]=3)[CH2:22]2)=[O:13])[C:9]2[C:4](=[CH:5][CH:6]=[C:7]([CH:23]([C:24]([O:26][CH2:27][CH3:28])=[O:25])[CH2:39][C:31](=[CH2:30])[C:32]([O:34][C:35]([CH3:38])([CH3:37])[CH3:36])=[O:33])[CH:8]=2)[N:3]=1. The catalyst class is: 3. (5) Reactant: [NH2:1][CH:2]1[CH2:7][CH2:6][N:5]([CH2:8][C:9]2[CH:14]=[CH:13][CH:12]=[CH:11][CH:10]=2)[CH2:4][CH2:3]1.C([O-])([O-])=O.[K+].[K+].[C:21](Cl)(=[O:28])[C:22]1[CH:27]=[CH:26][CH:25]=[CH:24][CH:23]=1. Product: [CH2:8]([N:5]1[CH2:6][CH2:7][CH:2]([NH:1][C:21](=[O:28])[C:22]2[CH:27]=[CH:26][CH:25]=[CH:24][CH:23]=2)[CH2:3][CH2:4]1)[C:9]1[CH:14]=[CH:13][CH:12]=[CH:11][CH:10]=1. The catalyst class is: 34. (6) The catalyst class is: 1. Product: [Cl:1][C:2]1[CH:3]=[CH:4][C:5]([S:8]([N:11]([CH2:19][C:20]2[CH:29]=[CH:28][C:23]([C:24]([O:26][CH3:27])=[O:25])=[CH:22][CH:21]=2)[CH:12]2[CH2:17][CH2:16][O:15][CH2:14][CH2:13]2)(=[O:10])=[O:9])=[CH:6][CH:7]=1. Reactant: [Cl:1][C:2]1[CH:7]=[CH:6][C:5]([S:8]([NH:11][CH:12]2[CH2:17][CH2:16][O:15][CH2:14][CH2:13]2)(=[O:10])=[O:9])=[CH:4][CH:3]=1.O[CH2:19][C:20]1[CH:29]=[CH:28][C:23]([C:24]([O:26][CH3:27])=[O:25])=[CH:22][CH:21]=1.C1(P(C2C=CC=CC=2)C2C=CC=CC=2)C=CC=CC=1.CC(OC(/N=N/C(OC(C)C)=O)=O)C. (7) Reactant: Br[CH2:2][CH2:3][CH2:4][CH2:5][O:6][C:7]1[CH:8]=[CH:9][C:10]2[C:16]([CH3:18])([CH3:17])[CH2:15][CH2:14][C:13](=[O:19])[NH:12][C:11]=2[CH:20]=1.Cl.[Cl:22][C:23]1[C:28]([Cl:29])=[CH:27][CH:26]=[CH:25][C:24]=1[N:30]1[CH2:35][CH2:34][NH:33][CH2:32][CH2:31]1.[I-].[Na+].C(=O)([O-])[O-].[K+].[K+]. Product: [Cl:22][C:23]1[C:28]([Cl:29])=[CH:27][CH:26]=[CH:25][C:24]=1[N:30]1[CH2:35][CH2:34][N:33]([CH2:2][CH2:3][CH2:4][CH2:5][O:6][C:7]2[CH:8]=[CH:9][C:10]3[C:16]([CH3:18])([CH3:17])[CH2:15][CH2:14][C:13](=[O:19])[NH:12][C:11]=3[CH:20]=2)[CH2:32][CH2:31]1. The catalyst class is: 10. (8) Reactant: [Cl:1][C:2]1[C:10]2[N:9]=[N:8][N:7]([CH2:11][CH:12]3[CH2:14][CH2:13]3)[C:6]=2[CH:5]=[CH:4][C:3]=1[C:15]1[CH:22]=[CH:21][C:18]([CH:19]=O)=[CH:17][CH:16]=1.Cl.[NH2:24][CH2:25][C:26]([O:28][CH2:29][CH3:30])=[O:27].C(O)(=O)C.C(O[BH-](OC(=O)C)OC(=O)C)(=O)C.[Na+]. Product: [Cl:1][C:2]1[C:10]2[N:9]=[N:8][N:7]([CH2:11][CH:12]3[CH2:13][CH2:14]3)[C:6]=2[CH:5]=[CH:4][C:3]=1[C:15]1[CH:16]=[CH:17][C:18]([CH2:19][NH:24][CH2:25][C:26]([O:28][CH2:29][CH3:30])=[O:27])=[CH:21][CH:22]=1. The catalyst class is: 756.